From a dataset of NCI-60 drug combinations with 297,098 pairs across 59 cell lines. Regression. Given two drug SMILES strings and cell line genomic features, predict the synergy score measuring deviation from expected non-interaction effect. (1) Drug 1: CCCS(=O)(=O)NC1=C(C(=C(C=C1)F)C(=O)C2=CNC3=C2C=C(C=N3)C4=CC=C(C=C4)Cl)F. Drug 2: C(=O)(N)NO. Cell line: MDA-MB-435. Synergy scores: CSS=16.2, Synergy_ZIP=0.716, Synergy_Bliss=-0.504, Synergy_Loewe=-30.2, Synergy_HSA=-3.75. (2) Drug 1: CC1=CC=C(C=C1)C2=CC(=NN2C3=CC=C(C=C3)S(=O)(=O)N)C(F)(F)F. Drug 2: CCC1(C2=C(COC1=O)C(=O)N3CC4=CC5=C(C=CC(=C5CN(C)C)O)N=C4C3=C2)O.Cl. Cell line: SK-MEL-2. Synergy scores: CSS=12.6, Synergy_ZIP=5.95, Synergy_Bliss=11.6, Synergy_Loewe=-27.5, Synergy_HSA=-3.43.